From a dataset of hERG Central: cardiac toxicity at 1µM, 10µM, and general inhibition. Predict hERG channel inhibition at various concentrations. The drug is O=C(NCCc1ccc(F)cc1)c1cc([N+](=O)[O-])ccc1N1CCOCC1. Results: hERG_inhib (hERG inhibition (general)): blocker.